From a dataset of Catalyst prediction with 721,799 reactions and 888 catalyst types from USPTO. Predict which catalyst facilitates the given reaction. (1) Product: [F:1][C:2]1[CH:7]=[N:6][C:5]([C:8]2[CH:12]=[CH:11][N:10]([CH2:40][CH2:41][N:42]3[CH2:47][CH2:46][O:45][CH2:44][CH2:43]3)[N:9]=2)=[C:4]2[NH:13][CH:14]=[C:15]([C:16](=[O:36])[C:17]([N:19]3[CH2:24][CH2:23][N:22]([C:25]4[N:29]([C:30]5[CH:31]=[CH:32][CH:33]=[CH:34][CH:35]=5)[N:28]=[N:27][N:26]=4)[CH2:21][CH2:20]3)=[O:18])[C:3]=12. Reactant: [F:1][C:2]1[CH:7]=[N:6][C:5]([C:8]2[CH:12]=[CH:11][NH:10][N:9]=2)=[C:4]2[NH:13][CH:14]=[C:15]([C:16](=[O:36])[C:17]([N:19]3[CH2:24][CH2:23][N:22]([C:25]4[N:29]([C:30]5[CH:35]=[CH:34][CH:33]=[CH:32][CH:31]=5)[N:28]=[N:27][N:26]=4)[CH2:21][CH2:20]3)=[O:18])[C:3]=12.[H-].[Na+].Cl[CH2:40][CH2:41][N:42]1[CH2:47][CH2:46][O:45][CH2:44][CH2:43]1. The catalyst class is: 3. (2) Reactant: [N+:1]([C:4]1[CH:11]=[N:10][CH:9]=[CH:8][C:5]=1[CH:6]=[O:7])([O-:3])=[O:2].[CH2:12](/[C:14](=[CH:22]\[CH3:23])/[C:15]([O:17][Si:18]([CH3:21])([CH3:20])[CH3:19])=[CH2:16])[CH3:13].CC(C)(C)/C(/O)=C/C(C(C(C(F)(F)F)(F)F)(F)F)=O.CC(C)(C)/C(/O)=C/C(C(C(C(F)(F)F)(F)F)(F)F)=O.CC(C)(C)/C(/O)=C/C(C(C(C(F)(F)F)(F)F)(F)F)=O.[Eu]. Product: [CH2:12]([C:14]1[C@@H:22]([CH3:23])[O:7][C@@H:6]([C:5]2[CH:8]=[CH:9][N:10]=[CH:11][C:4]=2[N+:1]([O-:3])=[O:2])[CH2:16][C:15]=1[O:17][Si:18]([CH3:19])([CH3:21])[CH3:20])[CH3:13]. The catalyst class is: 22. (3) Reactant: IC.[CH3:3][C:4]([O:7][C:8]([NH:10][C@H:11]([C:17]([OH:19])=[O:18])[CH2:12][CH2:13][CH2:14][CH2:15][OH:16])=[O:9])([CH3:6])[CH3:5].[C:20]([O-])(O)=O.[Na+]. Product: [C:4]([O:7][C:8]([NH:10][C@@H:11]([CH2:12][CH2:13][CH2:14][CH2:15][OH:16])[C:17]([O:19][CH3:20])=[O:18])=[O:9])([CH3:3])([CH3:5])[CH3:6]. The catalyst class is: 3. (4) Reactant: [Br:1][C:2]1[CH:7]=[CH:6][C:5]([C:8]([CH3:12])([CH3:11])[CH2:9][OH:10])=[CH:4][CH:3]=1.I[CH3:14].[H-].[Na+]. Product: [Br:1][C:2]1[CH:3]=[CH:4][C:5]([C:8]([CH3:12])([CH3:11])[CH2:9][O:10][CH3:14])=[CH:6][CH:7]=1. The catalyst class is: 3.